This data is from Full USPTO retrosynthesis dataset with 1.9M reactions from patents (1976-2016). The task is: Predict the reactants needed to synthesize the given product. (1) Given the product [F:1][C:2]1[CH:19]=[C:18]([N+:20]([O-:22])=[O:21])[CH:17]=[CH:16][C:3]=1[O:4][C:5]1[C:14]2[C:9](=[CH:10][C:11]([O:15][CH2:25][C:26]([CH3:28])([OH:29])[CH3:27])=[CH:12][CH:13]=2)[N:8]=[CH:7][CH:6]=1, predict the reactants needed to synthesize it. The reactants are: [F:1][C:2]1[CH:19]=[C:18]([N+:20]([O-:22])=[O:21])[CH:17]=[CH:16][C:3]=1[O:4][C:5]1[C:14]2[C:9](=[CH:10][C:11]([OH:15])=[CH:12][CH:13]=2)[N:8]=[CH:7][CH:6]=1.[OH-].[Na+].[CH3:25][C:26]1([O:29][CH2:28]1)[CH3:27]. (2) The reactants are: [C:1]([C:5]1[CH:6]=[C:7]([CH:40]=[CH:41][CH:42]=1)[CH2:8][N:9]1[CH2:14][CH2:13][N:12]([C:15]2[CH:20]=[CH:19][C:18]([NH:21][C:22]([C:24]3[C:25]([C:30]4[CH:35]=[CH:34][C:33]([C:36]([F:39])([F:38])[F:37])=[CH:32][CH:31]=4)=[CH:26][CH:27]=[CH:28][CH:29]=3)=[O:23])=[CH:17][CH:16]=2)[CH2:11][CH2:10]1)([O:3]C)=[O:2].[OH-].[Na+].Cl. Given the product [F:39][C:36]([F:37])([F:38])[C:33]1[CH:34]=[CH:35][C:30]([C:25]2[C:24]([C:22]([NH:21][C:18]3[CH:17]=[CH:16][C:15]([N:12]4[CH2:11][CH2:10][N:9]([CH2:8][C:7]5[CH:6]=[C:5]([CH:42]=[CH:41][CH:40]=5)[C:1]([OH:3])=[O:2])[CH2:14][CH2:13]4)=[CH:20][CH:19]=3)=[O:23])=[CH:29][CH:28]=[CH:27][CH:26]=2)=[CH:31][CH:32]=1, predict the reactants needed to synthesize it. (3) The reactants are: [CH3:1][C:2]1[C:11]([F:12])=[C:10]([S:13]([CH3:16])(=[O:15])=[O:14])[CH:9]=[CH:8][C:3]=1[C:4]([O:6][CH3:7])=[O:5].[Br:17]N1C(=O)CCC1=O.C(OOC(=O)C1C=CC=CC=1)(=O)C1C=CC=CC=1.C1C(=O)N(Br)C(=O)C1.C(OOC(=O)C1C=CC=CC=1)(=O)C1C=CC=CC=1. Given the product [CH3:16][S:13]([C:10]1[CH:9]=[CH:8][C:3]([C:4]([O:6][CH3:7])=[O:5])=[C:2]([CH2:1][Br:17])[C:11]=1[F:12])(=[O:14])=[O:15], predict the reactants needed to synthesize it.